From a dataset of Full USPTO retrosynthesis dataset with 1.9M reactions from patents (1976-2016). Predict the reactants needed to synthesize the given product. (1) Given the product [NH2:17][C:13]1[C:12]2[N:18]=[C:19]([CH2:28][CH3:29])[N:20]([CH2:21][CH:22]3[CH2:23][CH2:24][O:25][CH2:26][CH2:27]3)[C:11]=2[C:10]2[CH:9]=[CH:8][C:7]([O:6][CH2:5][CH2:4][N:40]([CH:37]([CH3:39])[CH3:38])[C:41]([NH2:32])=[O:42])=[CH:16][C:15]=2[N:14]=1, predict the reactants needed to synthesize it. The reactants are: Cl.Cl.N[CH2:4][CH2:5][O:6][C:7]1[CH:8]=[CH:9][C:10]2[C:11]3[N:20]([CH2:21][CH:22]4[CH2:27][CH2:26][O:25][CH2:24][CH2:23]4)[C:19]([CH2:28][CH3:29])=[N:18][C:12]=3[C:13]([NH2:17])=[N:14][C:15]=2[CH:16]=1.C([N:32](CC)CC)C.[CH:37]([N:40]=[C:41]=[O:42])([CH3:39])[CH3:38].C(=O)([O-])[O-].[Na+].[Na+]. (2) Given the product [CH3:24][C:20]([NH:25][C:26]([C:27]1[C:28]([C:29]([NH:50][C:49]2[CH:51]=[CH:52][C:53]([C:55]([F:64])([C:56]([F:57])([F:58])[F:59])[C:60]([F:61])([F:62])[F:63])=[CH:54][C:48]=2[CH3:47])=[O:31])=[CH:32][CH:33]=[CH:34][CH:35]=1)=[O:36])([CH3:19])[CH2:21][S:22][CH3:23], predict the reactants needed to synthesize it. The reactants are: CC(N)(C)CSC.C1(=O)OC(=O)C2=CC=CC=C12.[CH3:19][C:20]([NH:25][C:26](=[O:36])[C:27]1[C:28](=[CH:32][CH:33]=[CH:34][CH:35]=1)[C:29]([OH:31])=O)([CH3:24])[CH2:21][S:22][CH3:23].C(=O)([O-])O.[Na+].ClC(OC)=O.[CH3:47][C:48]1[CH:54]=[C:53]([C:55]([F:64])([C:60]([F:63])([F:62])[F:61])[C:56]([F:59])([F:58])[F:57])[CH:52]=[CH:51][C:49]=1[NH2:50].Cl.